From a dataset of NCI-60 drug combinations with 297,098 pairs across 59 cell lines. Regression. Given two drug SMILES strings and cell line genomic features, predict the synergy score measuring deviation from expected non-interaction effect. Drug 1: C1C(C(OC1N2C=C(C(=O)NC2=O)F)CO)O. Drug 2: CC1CCC2CC(C(=CC=CC=CC(CC(C(=O)C(C(C(=CC(C(=O)CC(OC(=O)C3CCCCN3C(=O)C(=O)C1(O2)O)C(C)CC4CCC(C(C4)OC)O)C)C)O)OC)C)C)C)OC. Cell line: SF-295. Synergy scores: CSS=28.5, Synergy_ZIP=-0.514, Synergy_Bliss=4.95, Synergy_Loewe=-4.11, Synergy_HSA=3.40.